This data is from Reaction yield outcomes from USPTO patents with 853,638 reactions. The task is: Predict the reaction yield, written as a fraction of the theoretical maximum amount of product (1.0 means a 100% yield; for example, 0.34 means a 34% yield). The reactants are [OH:1][C:2]1[CH:9]=[CH:8][C:5]([CH:6]=[O:7])=[CH:4][CH:3]=1.C([O-])([O-])=O.[K+].[K+].Br[CH2:17][CH2:18][OH:19].CCOCC. The catalyst is CC(N(C)C)=O. The product is [OH:19][CH2:18][CH2:17][O:1][C:2]1[CH:9]=[CH:8][C:5]([CH:6]=[O:7])=[CH:4][CH:3]=1. The yield is 0.600.